Dataset: Forward reaction prediction with 1.9M reactions from USPTO patents (1976-2016). Task: Predict the product of the given reaction. (1) The product is: [Cl:1][C:2]1[CH:3]=[CH:4][C:5]([C:8]2[N:12]([C:13]3[CH:18]=[CH:17][C:16]([Cl:19])=[CH:15][C:14]=3[Cl:20])[N:11]=[C:10]([C:21]([N:41]3[CH2:42][CH2:43][C:38]([NH:44][C:45](=[O:51])[O:46][C:47]([CH3:48])([CH3:50])[CH3:49])([C:32]4[CH:33]=[CH:34][CH:35]=[CH:36][CH:37]=4)[CH2:39][CH2:40]3)=[O:22])[C:9]=2[CH3:24])=[CH:6][CH:7]=1. Given the reactants [Cl:1][C:2]1[CH:7]=[CH:6][C:5]([C:8]2[N:12]([C:13]3[CH:18]=[CH:17][C:16]([Cl:19])=[CH:15][C:14]=3[Cl:20])[N:11]=[C:10]([C:21](O)=[O:22])[C:9]=2[CH3:24])=[CH:4][CH:3]=1.C(N(CC)CC)C.[C:32]1([C:38]2([NH:44][C:45](=[O:51])[O:46][C:47]([CH3:50])([CH3:49])[CH3:48])[CH2:43][CH2:42][NH:41][CH2:40][CH2:39]2)[CH:37]=[CH:36][CH:35]=[CH:34][CH:33]=1.F[P-](F)(F)(F)(F)F.N1(O[P+](N(C)C)(N(C)C)N(C)C)C2C=CC=CC=2N=N1, predict the reaction product. (2) Given the reactants [C:1]([O:5][C:6]([N:8]1[CH2:13][CH2:12][CH:11]([C:14]2[NH:15][C:16]3[C:21]([CH:22]=2)=[CH:20][C:19]([C:23](O)=[O:24])=[CH:18][C:17]=3[N+:26]([O-:28])=[O:27])[CH2:10][CH2:9]1)=[O:7])([CH3:4])([CH3:3])[CH3:2].CN1CCOCC1.C(OC(Cl)=O)C(C)C.[BH4-].[Na+].Cl, predict the reaction product. The product is: [C:1]([O:5][C:6]([N:8]1[CH2:13][CH2:12][CH:11]([C:14]2[NH:15][C:16]3[C:21]([CH:22]=2)=[CH:20][C:19]([CH2:23][OH:24])=[CH:18][C:17]=3[N+:26]([O-:28])=[O:27])[CH2:10][CH2:9]1)=[O:7])([CH3:4])([CH3:2])[CH3:3]. (3) Given the reactants [Cl:1][C:2]1[CH:3]=[C:4]([CH:11]=[CH:12][N:13]=1)[C:5](N(OC)C)=[O:6].Br[CH2:15][C:16]1[CH:21]=[CH:20][C:19]([O:22][CH3:23])=[CH:18][C:17]=1[Cl:24].[Li]CCCC.[NH4+].[Cl-], predict the reaction product. The product is: [Cl:24][C:17]1[CH:18]=[C:19]([O:22][CH3:23])[CH:20]=[CH:21][C:16]=1[CH2:15][C:5]([C:4]1[CH:11]=[CH:12][N:13]=[C:2]([Cl:1])[CH:3]=1)=[O:6]. (4) The product is: [NH2:22][C:21]1[C:12]([C:10]([C:4]2[CH:5]=[CH:6][C:7]([O:8][CH3:9])=[C:2]([F:1])[CH:3]=2)=[O:11])=[CH:13][CH:14]=[C:15]2[C:20]=1[N:19]=[CH:18][CH:17]=[CH:16]2. Given the reactants [F:1][C:2]1[CH:3]=[C:4]([C:10]([C:12]2[C:21]([N+:22]([O-])=O)=[C:20]3[C:15]([CH:16]=[CH:17][CH:18]=[N:19]3)=[CH:14][CH:13]=2)=[O:11])[CH:5]=[CH:6][C:7]=1[O:8][CH3:9], predict the reaction product.